This data is from Catalyst prediction with 721,799 reactions and 888 catalyst types from USPTO. The task is: Predict which catalyst facilitates the given reaction. Reactant: [H-].[Na+].[CH2:3]([C:5]1[C:6]([C:18]2[CH:23]=[CH:22][CH:21]=[CH:20][CH:19]=2)=[C:7]([OH:17])[C:8]2[C:13]([CH:14]=1)=[CH:12][C:11]([O:15][CH3:16])=[CH:10][CH:9]=2)[CH3:4].F[C:25]1[CH:32]=[CH:31][C:28]([CH:29]=[O:30])=[CH:27][CH:26]=1.O. Product: [CH2:3]([C:5]1[C:6]([C:18]2[CH:23]=[CH:22][CH:21]=[CH:20][CH:19]=2)=[C:7]([O:17][C:25]2[CH:32]=[CH:31][C:28]([CH:29]=[O:30])=[CH:27][CH:26]=2)[C:8]2[C:13]([CH:14]=1)=[CH:12][C:11]([O:15][CH3:16])=[CH:10][CH:9]=2)[CH3:4]. The catalyst class is: 3.